Predict the product of the given reaction. From a dataset of Forward reaction prediction with 1.9M reactions from USPTO patents (1976-2016). Given the reactants [NH2:1][C:2]1[C:7]([O:8][CH3:9])=[C:6]([C:10]([O:12]C)=[O:11])[N:5]=[C:4]([C:14]2[CH:15]=[N:16][C:17]([O:20][CH3:21])=[CH:18][CH:19]=2)[C:3]=1[F:22].O.O.[OH-].[Li+], predict the reaction product. The product is: [NH2:1][C:2]1[C:7]([O:8][CH3:9])=[C:6]([C:10]([OH:12])=[O:11])[N:5]=[C:4]([C:14]2[CH:15]=[N:16][C:17]([O:20][CH3:21])=[CH:18][CH:19]=2)[C:3]=1[F:22].